This data is from Forward reaction prediction with 1.9M reactions from USPTO patents (1976-2016). The task is: Predict the product of the given reaction. (1) Given the reactants [CH3:1][N:2]([CH3:13])[C:3]1[CH:8]=[CH:7][CH:6]=[C:5]([N+:9]([O-])=O)[C:4]=1[CH3:12], predict the reaction product. The product is: [CH3:1][N:2]([CH3:13])[C:3]1[C:4]([CH3:12])=[C:5]([CH:6]=[CH:7][CH:8]=1)[NH2:9]. (2) Given the reactants [Br:1][C:2](=[CH2:8])[CH2:3][Si](C)(C)C.[F:9][C:10]([F:19])([F:18])[C:11](=[O:17])[C:12]([O:14][CH2:15][CH3:16])=[O:13], predict the reaction product. The product is: [CH2:15]([O:14][C:12](=[O:13])[C:11]([OH:17])([C:10]([F:9])([F:18])[F:19])[CH2:3][C:2]([Br:1])=[CH2:8])[CH3:16]. (3) Given the reactants [CH2:1]([N:5]([CH2:12][CH2:13][CH2:14][CH3:15])[C:6]1[CH:11]=[CH:10][CH:9]=[CH:8][CH:7]=1)[CH2:2][CH2:3][CH3:4].BrNC1C=CC=CC=1.BrN1[C:29](=[O:30])[CH2:28][CH2:27]C1=O, predict the reaction product. The product is: [CH2:1]([N:5]([C:6]1[CH:11]=[CH:10][CH:9]=[CH:8][C:7]=1[CH:27]=[CH:28][CH:29]=[O:30])[CH2:12][CH2:13][CH2:14][CH3:15])[CH2:2][CH2:3][CH3:4]. (4) Given the reactants [Cl:1][C:2]1[N:7]=[C:6]2[NH:8][CH:9]=[CH:10][C:5]2=[C:4]([C:11]2([OH:17])[CH2:16][CH2:15][NH:14][CH2:13][CH2:12]2)[CH:3]=1.[Cl:18][C:19]1[CH:20]=[C:21]2[CH2:32][C@@H:31]([CH2:33][C:34](O)=[O:35])[C:30](=[O:37])[N:29]([CH2:38][C:39]([CH3:42])([CH3:41])[CH3:40])[CH2:28][C:22]2=[C:23]2[C:27]=1[NH:26][CH:25]=[CH:24]2.C(Cl)CCl.C1C=CC2N(O)N=NC=2C=1.C(N(C(C)C)CC)(C)C, predict the reaction product. The product is: [Cl:18][C:19]1[CH:20]=[C:21]2[CH2:32][C@@H:31]([CH2:33][C:34]([N:14]3[CH2:13][CH2:12][C:11]([C:4]4[CH:3]=[C:2]([Cl:1])[N:7]=[C:6]5[NH:8][CH:9]=[CH:10][C:5]=45)([OH:17])[CH2:16][CH2:15]3)=[O:35])[C:30](=[O:37])[N:29]([CH2:38][C:39]([CH3:42])([CH3:41])[CH3:40])[CH2:28][C:22]2=[C:23]2[C:27]=1[NH:26][CH:25]=[CH:24]2.